This data is from Full USPTO retrosynthesis dataset with 1.9M reactions from patents (1976-2016). The task is: Predict the reactants needed to synthesize the given product. (1) Given the product [CH3:1][O:2][C:3]1[C:4]([CH3:32])=[C:5]([C:23]([O:30][CH3:31])=[C:24]([O:28][CH3:29])[C:25]=1[O:26][CH3:27])[CH2:6][C:7]1[CH:16]=[CH:15][C:10]([C:11]([OH:13])=[O:12])=[C:9]([C:17]2[CH:22]=[CH:21][CH:20]=[CH:19][CH:18]=2)[CH:8]=1, predict the reactants needed to synthesize it. The reactants are: [CH3:1][O:2][C:3]1[C:4]([CH3:32])=[C:5]([C:23]([O:30][CH3:31])=[C:24]([O:28][CH3:29])[C:25]=1[O:26][CH3:27])[CH2:6][C:7]1[CH:16]=[CH:15][C:10]([C:11]([O:13]C)=[O:12])=[C:9]([C:17]2[CH:22]=[CH:21][CH:20]=[CH:19][CH:18]=2)[CH:8]=1. (2) Given the product [NH2:14][C@H:15]([CH2:37][C:38]1[CH:43]=[CH:42][CH:41]=[C:40]([Cl:44])[CH:39]=1)[C:16]([N:18]1[CH2:23][CH2:22][N:21]([C:24](=[O:36])[C:25]2[CH:30]=[C:29]([F:31])[CH:28]=[CH:27][C:26]=2[C:32]([F:33])([F:34])[F:35])[CH2:20][CH2:19]1)=[O:17], predict the reactants needed to synthesize it. The reactants are: FC(F)(F)C(O)=O.C(OC(=O)[NH:14][C@H:15]([CH2:37][C:38]1[CH:43]=[CH:42][CH:41]=[C:40]([Cl:44])[CH:39]=1)[C:16]([N:18]1[CH2:23][CH2:22][N:21]([C:24](=[O:36])[C:25]2[CH:30]=[C:29]([F:31])[CH:28]=[CH:27][C:26]=2[C:32]([F:35])([F:34])[F:33])[CH2:20][CH2:19]1)=[O:17])(C)(C)C. (3) Given the product [CH2:37]([O:36][C:34](=[O:35])[NH:1][C@H:2]1[CH2:7][CH2:6][C@H:5]([NH:8][C:9]([C:11]2[C:15]3[N:16]=[CH:17][N:18]=[C:19]([C:20]4[CH:25]=[CH:24][C:23]([O:26][CH3:27])=[CH:22][C:21]=4[O:28][CH2:29][CH:30]4[CH2:31][CH2:32]4)[C:14]=3[NH:13][CH:12]=2)=[O:10])[CH2:4][CH2:3]1)[CH3:38], predict the reactants needed to synthesize it. The reactants are: [NH2:1][C@H:2]1[CH2:7][CH2:6][C@H:5]([NH:8][C:9]([C:11]2[C:15]3[N:16]=[CH:17][N:18]=[C:19]([C:20]4[CH:25]=[CH:24][C:23]([O:26][CH3:27])=[CH:22][C:21]=4[O:28][CH2:29][CH:30]4[CH2:32][CH2:31]4)[C:14]=3[NH:13][CH:12]=2)=[O:10])[CH2:4][CH2:3]1.Cl[C:34]([O:36][CH2:37][CH3:38])=[O:35].